This data is from Forward reaction prediction with 1.9M reactions from USPTO patents (1976-2016). The task is: Predict the product of the given reaction. Given the reactants [C:1]([C:3]1[CH:4]=[CH:5][C:6]([S:25][C:26]2[CH:31]=[C:30]([Cl:32])[CH:29]=[C:28]([Cl:33])[CH:27]=2)=[C:7]([S:9]([N:12]2[CH2:17][CH2:16][N:15]([C:18]([O:20][C:21]([CH3:24])([CH3:23])[CH3:22])=[O:19])[CH2:14][CH2:13]2)(=[O:11])=[O:10])[CH:8]=1)#[N:2].ClC1C=CC=C(C(OO)=[O:42])C=1, predict the reaction product. The product is: [C:1]([C:3]1[CH:4]=[CH:5][C:6]([S:25]([C:26]2[CH:27]=[C:28]([Cl:33])[CH:29]=[C:30]([Cl:32])[CH:31]=2)=[O:42])=[C:7]([S:9]([N:12]2[CH2:13][CH2:14][N:15]([C:18]([O:20][C:21]([CH3:24])([CH3:23])[CH3:22])=[O:19])[CH2:16][CH2:17]2)(=[O:11])=[O:10])[CH:8]=1)#[N:2].